This data is from Forward reaction prediction with 1.9M reactions from USPTO patents (1976-2016). The task is: Predict the product of the given reaction. Given the reactants [O:1]([C:8]1[CH:9]=[C:10]([N:14]=[C:15]=S)[CH:11]=[CH:12][CH:13]=1)[C:2]1[CH:7]=[CH:6][CH:5]=[CH:4][CH:3]=1.CO[C:19]1[CH:35]=[C:34]([NH:36][CH3:37])[C:33]([N+:38]([O-])=O)=[CH:32][C:20]=1[O:21][C:22]1[CH:27]=[CH:26][N:25]=[C:24]([C:28]([NH:30][CH3:31])=[O:29])[CH:23]=1.CI, predict the reaction product. The product is: [CH3:31][NH:30][C:28]([C:24]1[CH:23]=[C:22]([O:21][C:20]2[CH:19]=[CH:35][C:34]3[N:36]([CH3:37])[C:15]([NH:14][C:10]4[CH:11]=[CH:12][CH:13]=[C:8]([O:1][C:2]5[CH:7]=[CH:6][CH:5]=[CH:4][CH:3]=5)[CH:9]=4)=[N:38][C:33]=3[CH:32]=2)[CH:27]=[CH:26][N:25]=1)=[O:29].